This data is from Peptide-MHC class I binding affinity with 185,985 pairs from IEDB/IMGT. The task is: Regression. Given a peptide amino acid sequence and an MHC pseudo amino acid sequence, predict their binding affinity value. This is MHC class I binding data. (1) The peptide sequence is KLWAQCVQL. The binding affinity (normalized) is 0.152. The MHC is HLA-A33:01 with pseudo-sequence HLA-A33:01. (2) The peptide sequence is HWMDATFNI. The MHC is HLA-B15:17 with pseudo-sequence HLA-B15:17. The binding affinity (normalized) is 0.0847.